From a dataset of Peptide-MHC class I binding affinity with 185,985 pairs from IEDB/IMGT. Regression. Given a peptide amino acid sequence and an MHC pseudo amino acid sequence, predict their binding affinity value. This is MHC class I binding data. (1) The peptide sequence is SHFVYTPS. The MHC is H-2-Db with pseudo-sequence H-2-Db. The binding affinity (normalized) is 0. (2) The peptide sequence is LILSNKLLYA. The MHC is HLA-A02:03 with pseudo-sequence HLA-A02:03. The binding affinity (normalized) is 0.556. (3) The peptide sequence is RGINDRNFW. The MHC is HLA-B46:01 with pseudo-sequence HLA-B46:01. The binding affinity (normalized) is 0.0847. (4) The peptide sequence is ILLECFVRSS. The MHC is H-2-Db with pseudo-sequence H-2-Db. The binding affinity (normalized) is 0. (5) The peptide sequence is REMINHYQV. The MHC is HLA-A03:01 with pseudo-sequence HLA-A03:01. The binding affinity (normalized) is 0.0847. (6) The peptide sequence is AAAAPYAGW. The MHC is HLA-B58:01 with pseudo-sequence HLA-B58:01. The binding affinity (normalized) is 0.693. (7) The peptide sequence is LFSYGTLII. The MHC is HLA-A02:01 with pseudo-sequence HLA-A02:01. The binding affinity (normalized) is 0.